From a dataset of Peptide-MHC class II binding affinity with 134,281 pairs from IEDB. Regression. Given a peptide amino acid sequence and an MHC pseudo amino acid sequence, predict their binding affinity value. This is MHC class II binding data. The peptide sequence is DIYNYMEPYVSKVDP. The MHC is DRB1_0404 with pseudo-sequence DRB1_0404. The binding affinity (normalized) is 0.0724.